The task is: Regression. Given two drug SMILES strings and cell line genomic features, predict the synergy score measuring deviation from expected non-interaction effect.. This data is from NCI-60 drug combinations with 297,098 pairs across 59 cell lines. (1) Cell line: NCI-H226. Synergy scores: CSS=13.9, Synergy_ZIP=-4.28, Synergy_Bliss=-1.67, Synergy_Loewe=-0.515, Synergy_HSA=-0.789. Drug 2: N.N.Cl[Pt+2]Cl. Drug 1: C1=CN(C=N1)CC(O)(P(=O)(O)O)P(=O)(O)O. (2) Drug 1: C1C(C(OC1N2C=C(C(=O)NC2=O)F)CO)O. Drug 2: C1=NC(=NC(=O)N1C2C(C(C(O2)CO)O)O)N. Cell line: U251. Synergy scores: CSS=50.3, Synergy_ZIP=-12.3, Synergy_Bliss=-5.94, Synergy_Loewe=-7.22, Synergy_HSA=-3.51.